Task: Predict the reactants needed to synthesize the given product.. Dataset: Full USPTO retrosynthesis dataset with 1.9M reactions from patents (1976-2016) (1) Given the product [CH2:11]([O:10][C:8]([N:5]1[CH2:4][CH2:3][C:2]([OH:1])([C:20]([F:23])([F:22])[F:21])[CH2:7][CH2:6]1)=[O:9])[C:12]1[CH:17]=[CH:16][CH:15]=[CH:14][CH:13]=1, predict the reactants needed to synthesize it. The reactants are: [O:1]=[C:2]1[CH2:7][CH2:6][N:5]([C:8]([O:10][CH2:11][C:12]2[CH:17]=[CH:16][CH:15]=[CH:14][CH:13]=2)=[O:9])[CH2:4][CH2:3]1.C[Si](C)(C)[C:20]([F:23])([F:22])[F:21].CCCC[N+](CCCC)(CCCC)CCCC.[F-]. (2) Given the product [CH2:28]([NH:27][CH2:26][C:23]1[S:22][C:21]([B:43]([OH:45])[OH:44])=[CH:25][CH:24]=1)[CH2:29][CH2:30][CH3:31], predict the reactants needed to synthesize it. The reactants are: C(S(N1CCC(C2C3C(=C(C(N)=O)C=C([C:21]4[S:22][C:23]([CH2:26][NH:27][CH2:28][CH:29](C)[CH2:30][CH3:31])=[CH:24][CH:25]=4)C=3)NC=2)CC1)(=O)=O)C.C(C1SC([B:43]([OH:45])[OH:44])=CC=1)=O.C(N)CCC.[BH3-]C#N.[Na+].